This data is from Reaction yield outcomes from USPTO patents with 853,638 reactions. The task is: Predict the reaction yield, written as a fraction of the theoretical maximum amount of product (1.0 means a 100% yield; for example, 0.34 means a 34% yield). (1) The reactants are [F:1][C:2]1[CH:19]=[CH:18][C:5]([CH2:6][N:7]2[C:14](=O)[CH:13]3[NH:16][CH:9]([CH2:10][CH2:11][CH2:12]3)[C:8]2=O)=[CH:4][CH:3]=1.COCCO[AlH2-]OCCOC.[Na+].[OH-].[Na+].[Cl-].[NH4+]. The catalyst is C1(C)C=CC=CC=1.O. The product is [F:1][C:2]1[CH:3]=[CH:4][C:5]([CH2:6][N:7]2[CH2:8][CH:9]3[NH:16][CH:13]([CH2:12][CH2:11][CH2:10]3)[CH2:14]2)=[CH:18][CH:19]=1. The yield is 0.880. (2) The reactants are [CH3:1][C:2]([C:4]1[CH:9]=[C:8]([Br:10])[CH:7]=[CH:6][C:5]=1[O:11][CH3:12])=[O:3]. The catalyst is C(Cl)Cl. The product is [Br:10][C:8]1[CH:7]=[CH:6][C:5]([O:11][CH3:12])=[C:4]([C@H:2]([OH:3])[CH3:1])[CH:9]=1. The yield is 1.00. (3) The product is [CH3:14][C:9]([NH:8][CH3:15])([CH3:13])[C:10]([NH:31][CH2:30][C:26]1[CH:25]=[C:24]([C:21]2[CH:22]=[CH:23][C:18]([C:17]([F:16])([F:32])[F:33])=[CH:19][CH:20]=2)[CH:29]=[CH:28][CH:27]=1)=[O:12]. The catalyst is [Cl-].[Na+].O.O.CN(C=O)C. The reactants are C(OC([N:8]([CH3:15])[C:9]([CH3:14])([CH3:13])[C:10]([OH:12])=O)=O)(C)(C)C.[F:16][C:17]([F:33])([F:32])[C:18]1[CH:23]=[CH:22][C:21]([C:24]2[CH:29]=[CH:28][CH:27]=[C:26]([CH2:30][NH2:31])[CH:25]=2)=[CH:20][CH:19]=1.CCN(C(C)C)C(C)C.CN(C(ON1N=NC2C=CC=NC1=2)=[N+](C)C)C.F[P-](F)(F)(F)(F)F. The yield is 0.0960.